Dataset: NCI-60 drug combinations with 297,098 pairs across 59 cell lines. Task: Regression. Given two drug SMILES strings and cell line genomic features, predict the synergy score measuring deviation from expected non-interaction effect. Drug 1: CC1C(C(CC(O1)OC2CC(CC3=C2C(=C4C(=C3O)C(=O)C5=C(C4=O)C(=CC=C5)OC)O)(C(=O)C)O)N)O.Cl. Drug 2: N.N.Cl[Pt+2]Cl. Cell line: SW-620. Synergy scores: CSS=7.59, Synergy_ZIP=-6.56, Synergy_Bliss=-5.92, Synergy_Loewe=-52.5, Synergy_HSA=-9.74.